Dataset: Reaction yield outcomes from USPTO patents with 853,638 reactions. Task: Predict the reaction yield, written as a fraction of the theoretical maximum amount of product (1.0 means a 100% yield; for example, 0.34 means a 34% yield). (1) The reactants are [CH3:1][O:2][C:3](=[O:27])[C@H:4]([NH:16][C:17]([O:19][CH2:20][C:21]1[CH:26]=[CH:25][CH:24]=[CH:23][CH:22]=1)=[O:18])[CH2:5][C:6]1[CH:15]=[CH:14][C:9]2[NH:10][C:11](=[O:13])[O:12][C:8]=2[CH:7]=1.[Br:28]N1C(=O)CCC1=O. The catalyst is C(O)(=O)C. The product is [CH3:1][O:2][C:3](=[O:27])[C@H:4]([NH:16][C:17]([O:19][CH2:20][C:21]1[CH:22]=[CH:23][CH:24]=[CH:25][CH:26]=1)=[O:18])[CH2:5][C:6]1[C:15]([Br:28])=[CH:14][C:9]2[NH:10][C:11](=[O:13])[O:12][C:8]=2[CH:7]=1. The yield is 0.340. (2) No catalyst specified. The reactants are [CH3:1][C:2]1[O:6][N:5]=[C:4]([C:7]2[CH:12]=[CH:11][CH:10]=[CH:9][CH:8]=2)[C:3]=1[CH2:13][O:14][C:15]1[CH:23]=[CH:22][C:18]([C:19]([OH:21])=O)=[CH:17][N:16]=1.C(O)(=O)C(O)=O.[CH2:30]1[C:33]2([CH2:36][NH:35][CH2:34]2)[CH2:32][O:31]1. The product is [CH3:1][C:2]1[O:6][N:5]=[C:4]([C:7]2[CH:8]=[CH:9][CH:10]=[CH:11][CH:12]=2)[C:3]=1[CH2:13][O:14][C:15]1[N:16]=[CH:17][C:18]([C:19]([N:35]2[CH2:36][C:33]3([CH2:30][O:31][CH2:32]3)[CH2:34]2)=[O:21])=[CH:22][CH:23]=1. The yield is 0.760. (3) The yield is 0.800. The catalyst is CS(C)=O.O.C(Cl)Cl. The product is [Br:1][C:2]1[CH:7]=[CH:6][C:5]([N+:8]([O-:10])=[O:9])=[C:4]([NH:12][CH:13]2[CH2:14][N:15]([C:17]([O:19][C:20]([CH3:23])([CH3:22])[CH3:21])=[O:18])[CH2:16]2)[CH:3]=1. The reactants are [Br:1][C:2]1[CH:7]=[CH:6][C:5]([N+:8]([O-:10])=[O:9])=[C:4](F)[CH:3]=1.[NH2:12][CH:13]1[CH2:16][N:15]([C:17]([O:19][C:20]([CH3:23])([CH3:22])[CH3:21])=[O:18])[CH2:14]1.CCN(C(C)C)C(C)C. (4) The reactants are [CH3:1][C:2]1[S:3][C:4]2[CH:10]=[CH:9][C:8]([C:11]([OH:13])=O)=[CH:7][C:5]=2[N:6]=1.[F:14][C:15]([F:24])([F:23])[C:16]1[CH:17]=[C:18]([CH:20]=[CH:21][CH:22]=1)[NH2:19].C(Cl)CCl. The catalyst is CN(C1C=CN=CC=1)C.C(Cl)Cl.CN(C=O)C. The product is [CH3:1][C:2]1[S:3][C:4]2[CH:10]=[CH:9][C:8]([C:11]([NH:19][C:18]3[CH:20]=[CH:21][CH:22]=[C:16]([C:15]([F:14])([F:23])[F:24])[CH:17]=3)=[O:13])=[CH:7][C:5]=2[N:6]=1. The yield is 0.262. (5) The reactants are [CH2:1]=[C:2]1[CH2:5][N:4]([C:6]([O:8][C:9]([CH3:12])([CH3:11])[CH3:10])=[O:7])[CH2:3]1.C1C=C(Cl)C=C(C(OO)=[O:21])C=1.[O-]S([O-])(=S)=O.[Na+].[Na+].C([O-])(O)=O.[Na+]. The catalyst is C(O)(C)C.C(Cl)(Cl)Cl. The product is [O:21]1[C:2]2([CH2:5][N:4]([C:6]([O:8][C:9]([CH3:12])([CH3:11])[CH3:10])=[O:7])[CH2:3]2)[CH2:1]1. The yield is 0.261. (6) The reactants are [NH2:1][C:2]1[CH:3]=[C:4]([C:8]2[S:12][C:11]([C:13]3[CH:21]=[C:20]4[C:16]([CH2:17][NH:18][C:19]4=[O:22])=[CH:15][CH:14]=3)=[CH:10][CH:9]=2)[CH:5]=[N:6][CH:7]=1.[F:23][C:24]1[CH:29]=[C:28]([F:30])[CH:27]=[CH:26][C:25]=1[S:31](Cl)(=[O:33])=[O:32]. The catalyst is CO.C(Cl)Cl. The product is [F:23][C:24]1[CH:29]=[C:28]([F:30])[CH:27]=[CH:26][C:25]=1[S:31]([NH:1][C:2]1[CH:7]=[N:6][CH:5]=[C:4]([C:8]2[S:12][C:11]([C:13]3[CH:21]=[C:20]4[C:16](=[CH:15][CH:14]=3)[CH2:17][NH:18][C:19]4=[O:22])=[CH:10][CH:9]=2)[CH:3]=1)(=[O:33])=[O:32]. The yield is 0.650. (7) The reactants are COC1C=CC(C[NH:8][C:9]2[C:18]3[C:13](=[CH:14][CH:15]=[CH:16][CH:17]=3)[CH:12]=[CH:11][N:10]=2)=CC=1.COC1C=CC(CNC2C3C(=CC=C(N(C)C)C=3)C=C(C3C=CC=C(OC)C=3)N=2)=CC=1.FC(F)(F)C(O)=O.C([O-])(O)=O.[Na+]. The catalyst is C(Cl)Cl. The product is [NH2:8][C:9]1[C:18]2[C:13](=[CH:14][CH:15]=[CH:16][CH:17]=2)[CH:12]=[CH:11][N:10]=1. The yield is 0.710.